Dataset: NCI-60 drug combinations with 297,098 pairs across 59 cell lines. Task: Regression. Given two drug SMILES strings and cell line genomic features, predict the synergy score measuring deviation from expected non-interaction effect. (1) Drug 1: C1=CN(C(=O)N=C1N)C2C(C(C(O2)CO)O)O.Cl. Drug 2: C1=CC=C(C(=C1)C(C2=CC=C(C=C2)Cl)C(Cl)Cl)Cl. Cell line: SF-268. Synergy scores: CSS=10.8, Synergy_ZIP=-2.90, Synergy_Bliss=-2.46, Synergy_Loewe=-22.2, Synergy_HSA=-2.99. (2) Cell line: NCI-H226. Drug 1: CC(C1=C(C=CC(=C1Cl)F)Cl)OC2=C(N=CC(=C2)C3=CN(N=C3)C4CCNCC4)N. Drug 2: C(CCl)NC(=O)N(CCCl)N=O. Synergy scores: CSS=2.68, Synergy_ZIP=-1.68, Synergy_Bliss=1.06, Synergy_Loewe=-2.78, Synergy_HSA=-0.140.